Dataset: Catalyst prediction with 721,799 reactions and 888 catalyst types from USPTO. Task: Predict which catalyst facilitates the given reaction. (1) Reactant: [CH3:1][C:2]([CH3:9])([CH2:6][CH:7]=[O:8])[C:3]([O-:5])=[O:4].ClC1SC2C=CC=CC=2N=1.S1C2C=CC=CC=2N=C1NC1C=CC(C2C=CC(C(=O)CC(C)(C)C(OC)=O)=CC=2)=CC=1.[OH-].[Na+].Cl. Product: [CH3:1][C:2]([CH3:9])([CH2:6][CH:7]=[O:8])[C:3]([OH:5])=[O:4]. The catalyst class is: 51. (2) Reactant: [C:1]1(C)[CH:6]=CC=C[CH:2]=1.[CH3:8][O:9][C:10](=[O:27])[C:11]1[CH:16]=[CH:15][C:14](OS(C(F)(F)F)(=O)=O)=[C:13]([C:25]#[N:26])[CH:12]=1.C(=O)([O-])[O-].[Cs+].[Cs+]. Product: [CH3:8][O:9][C:10](=[O:27])[C:11]1[CH:16]=[CH:15][C:14]([C:1]([CH3:6])=[CH2:2])=[C:13]([C:25]#[N:26])[CH:12]=1. The catalyst class is: 103. (3) Reactant: [CH3:1][NH:2][S:3]([CH2:6][C:7]1[CH:8]=[CH:9][C:10]2[NH:15][CH:14]=[C:13]([CH2:16][CH2:17][N:18]([CH3:20])[CH3:19])[C:11]=2[CH:12]=1)(=[O:5])=[O:4].[C:21]([OH:28])(=[O:27])[CH2:22][CH2:23][C:24]([OH:26])=[O:25]. Product: [CH3:1][NH:2][S:3]([CH2:6][C:7]1[CH:8]=[CH:9][C:10]2[NH:15][CH:14]=[C:13]([CH2:16][CH2:17][N:18]([CH3:20])[CH3:19])[C:11]=2[CH:12]=1)(=[O:5])=[O:4].[CH2:22]([C:21]([OH:28])=[O:27])[CH2:23][C:24]([OH:26])=[O:25]. The catalyst class is: 13. (4) Reactant: [Cl:1][C:2]1[CH:3]=[CH:4][C:5]2[C:14]3[C:9](=[C:10]([NH:15]C(=O)O)[N:11]=[CH:12][CH:13]=3)[C:8](=[O:19])[N:7]([CH3:20])[C:6]=2[CH:21]=1.Cl.C(=O)(O)[O-].[Na+].[C:28]([OH:34])([C:30]([F:33])([F:32])[F:31])=[O:29]. Product: [C:28]([OH:34])([C:30]([F:33])([F:32])[F:31])=[O:29].[NH2:15][C:10]1[N:11]=[CH:12][CH:13]=[C:14]2[C:9]=1[C:8](=[O:19])[N:7]([CH3:20])[C:6]1[CH:21]=[C:2]([Cl:1])[CH:3]=[CH:4][C:5]2=1. The catalyst class is: 5. (5) Reactant: [CH3:1][N:2]([C:7]([O:9][CH2:10][C:11]1[CH:16]=[CH:15][CH:14]=[CH:13][CH:12]=1)=[O:8])[CH2:3][C:4]([OH:6])=O.C(N(C(C)C)CC)(C)C.O.ON1C2C=CC=CC=2N=N1.Cl.[CH3:38][NH:39][O:40][CH3:41].Cl.C(N=C=NCCCN(C)C)C.C(=O)([O-])O.[Na+]. Product: [CH2:10]([O:9][C:7](=[O:8])[N:2]([CH2:3][C:4]([N:39]([O:40][CH3:41])[CH3:38])=[O:6])[CH3:1])[C:11]1[CH:16]=[CH:15][CH:14]=[CH:13][CH:12]=1. The catalyst class is: 9. (6) Reactant: C(O[BH-](OC(=O)C)OC(=O)C)(=O)C.[Na+].[CH:15]12[NH:26][CH:23]([CH2:24][CH2:25]1)[CH2:22][C:21]1[CH:20]=[CH:19][C:18]([NH:27][C:28]3[N:33]=[C:32]([NH:34][C:35]4[CH:44]=[CH:43][CH:42]=[CH:41][C:36]=4[C:37]([NH:39][CH3:40])=[O:38])[C:31]([Cl:45])=[CH:30][N:29]=3)=[CH:17][C:16]2=1.[CH3:46][C:47]([CH3:49])=O.ClC(Cl)C. Product: [Cl:45][C:31]1[C:32]([NH:34][C:35]2[CH:44]=[CH:43][CH:42]=[CH:41][C:36]=2[C:37]([NH:39][CH3:40])=[O:38])=[N:33][C:28]([NH:27][C:18]2[CH:19]=[CH:20][C:21]3[CH2:22][CH:23]4[N:26]([CH:47]([CH3:49])[CH3:46])[CH:15]([CH2:25][CH2:24]4)[C:16]=3[CH:17]=2)=[N:29][CH:30]=1. The catalyst class is: 15. (7) Reactant: [NH2:1][C:2]1[CH:7]=[CH:6][C:5]([S:8]([N:11]=[C:12]([S:15][CH3:16])SC)(=[O:10])=[O:9])=[CH:4][CH:3]=1.[CH2:17]([N:24]1[CH2:33][CH2:32][C:27]2([CH2:31][N:30]=[N:29][CH2:28]2)[CH2:26][CH2:25]1)[C:18]1[CH:23]=[CH:22][CH:21]=[CH:20][CH:19]=1. Product: [NH2:1][C:2]1[CH:3]=[CH:4][C:5]([S:8]([N:11]=[C:12]([N:30]2[N:29]=[CH:28][C:27]3([CH2:32][CH2:33][N:24]([CH2:17][C:18]4[CH:23]=[CH:22][CH:21]=[CH:20][CH:19]=4)[CH2:25][CH2:26]3)[CH2:31]2)[S:15][CH3:16])(=[O:9])=[O:10])=[CH:6][CH:7]=1. The catalyst class is: 17.